From a dataset of Full USPTO retrosynthesis dataset with 1.9M reactions from patents (1976-2016). Predict the reactants needed to synthesize the given product. (1) Given the product [CH:1]1([CH2:6][CH:7]([C:11]2[CH:12]=[CH:13][C:14]([C:17]#[C:18][C:19]3[CH:20]=[N:21][CH:22]=[N:23][CH:24]=3)=[CH:15][CH:16]=2)[C:8]([NH:59][C:60]2[S:61][CH:62]=[CH:63][N:64]=2)=[O:10])[CH2:5][CH2:4][CH2:3][CH2:2]1, predict the reactants needed to synthesize it. The reactants are: [CH:1]1([CH2:6][CH:7]([C:11]2[CH:16]=[CH:15][C:14]([C:17]#[C:18][C:19]3[CH:20]=[N:21][CH:22]=[N:23][CH:24]=3)=[CH:13][CH:12]=2)[C:8]([OH:10])=O)[CH2:5][CH2:4][CH2:3][CH2:2]1.F[P-](F)(F)(F)(F)F.N1(O[P+](N(C)C)(N(C)C)N(C)C)C2C=CC=CC=2N=N1.C(N(CC)CC)C.[NH2:59][C:60]1[S:61][CH:62]=[CH:63][N:64]=1. (2) Given the product [S:35]1[CH:36]=[CH:37][CH:38]=[C:34]1[C:32]([C:31]1[CH:30]=[N:29][N:28]2[C:23]([C:18]3[CH:17]=[C:16]([C:9]4[CH:10]=[CH:11][C:6]([CH2:5][CH2:4][C:1]([OH:3])=[O:2])=[CH:7][CH:8]=4)[CH:21]=[CH:20][CH:19]=3)=[CH:24][CH:25]=[N:26][C:27]=12)=[O:33], predict the reactants needed to synthesize it. The reactants are: [C:1]([CH2:4][CH2:5][C:6]1[CH:11]=[CH:10][C:9](B(O)O)=[CH:8][CH:7]=1)([OH:3])=[O:2].Br[C:16]1[CH:17]=[C:18]([C:23]2[N:28]3[N:29]=[CH:30][C:31]([C:32]([C:34]4[S:35][CH:36]=[CH:37][CH:38]=4)=[O:33])=[C:27]3[N:26]=[CH:25][CH:24]=2)[CH:19]=[CH:20][C:21]=1F.